Dataset: NCI-60 drug combinations with 297,098 pairs across 59 cell lines. Task: Regression. Given two drug SMILES strings and cell line genomic features, predict the synergy score measuring deviation from expected non-interaction effect. (1) Drug 1: C(CC(=O)O)C(=O)CN.Cl. Drug 2: C1CN(CCN1C(=O)CCBr)C(=O)CCBr. Cell line: LOX IMVI. Synergy scores: CSS=58.9, Synergy_ZIP=1.24, Synergy_Bliss=-0.308, Synergy_Loewe=4.49, Synergy_HSA=5.14. (2) Drug 1: CCC(=C(C1=CC=CC=C1)C2=CC=C(C=C2)OCCN(C)C)C3=CC=CC=C3.C(C(=O)O)C(CC(=O)O)(C(=O)O)O. Drug 2: C(CC(=O)O)C(=O)CN.Cl. Cell line: MALME-3M. Synergy scores: CSS=10.7, Synergy_ZIP=-6.09, Synergy_Bliss=-7.23, Synergy_Loewe=-5.08, Synergy_HSA=-5.53. (3) Drug 2: CCC1=C2CN3C(=CC4=C(C3=O)COC(=O)C4(CC)O)C2=NC5=C1C=C(C=C5)O. Cell line: HOP-92. Drug 1: CC(C1=C(C=CC(=C1Cl)F)Cl)OC2=C(N=CC(=C2)C3=CN(N=C3)C4CCNCC4)N. Synergy scores: CSS=43.6, Synergy_ZIP=-0.905, Synergy_Bliss=1.37, Synergy_Loewe=-21.7, Synergy_HSA=3.86.